Dataset: Blood-brain barrier permeability classification from the B3DB database. Task: Regression/Classification. Given a drug SMILES string, predict its absorption, distribution, metabolism, or excretion properties. Task type varies by dataset: regression for continuous measurements (e.g., permeability, clearance, half-life) or binary classification for categorical outcomes (e.g., BBB penetration, CYP inhibition). Dataset: b3db_classification. (1) The result is 1 (penetrates BBB). The drug is CC1(C)OC2CC3C4CCC5=CC(=O)CCC5(C)C4(F)C(O)CC3(C)C2(C(=O)CCl)O1. (2) The drug is CCNC(=O)/C=C\c1cccc(Br)c1. The result is 1 (penetrates BBB). (3) The drug is Cc1nn(C)c2c1N(c1ccccc1)C(=O)CC(=O)N2C. The result is 1 (penetrates BBB). (4) The molecule is CCN[C@H](Cc1ccccc1)[C@H]1CCCO1. The result is 1 (penetrates BBB). (5) The result is 1 (penetrates BBB). The compound is C[C@H]1CN(CCCn2c3ccccc3c3ccccc32)C[C@@H](C)N1. (6) The molecule is COCC1=C(C(=O)O)N2C(=O)[C@@H](NC(=O)/C(=N\OC)c3csc(N)n3)[C@H]2SC1. The result is 0 (does not penetrate BBB). (7) The compound is CN1CCN(C(=O)Cc2ccc(Cl)c(Cl)c2)[C@@H](CN2CCCC2)C1. The result is 1 (penetrates BBB). (8) The drug is Cc1cccc(CN2CCN(C(c3ccccc3)c3ccc(Cl)cc3)CC2)c1. The result is 1 (penetrates BBB).